This data is from Forward reaction prediction with 1.9M reactions from USPTO patents (1976-2016). The task is: Predict the product of the given reaction. (1) Given the reactants [Cl:1][C:2]1[N:7]=[C:6]([C:8](OC)=[O:9])[CH:5]=[C:4]([N:12]([CH2:17][CH:18]2[CH2:22][O:21][C:20]([CH3:24])([CH3:23])[O:19]2)[S:13]([CH3:16])(=[O:15])=[O:14])[N:3]=1.[NH3:25], predict the reaction product. The product is: [Cl:1][C:2]1[N:7]=[C:6]([C:8]([NH2:25])=[O:9])[CH:5]=[C:4]([N:12]([CH2:17][CH:18]2[CH2:22][O:21][C:20]([CH3:24])([CH3:23])[O:19]2)[S:13]([CH3:16])(=[O:15])=[O:14])[N:3]=1. (2) Given the reactants C([O:8][C:9]1[CH:29]=[CH:28][C:12]([O:13][C:14]2[C:23]3[C:18](=[CH:19][C:20]([O:26][CH3:27])=[C:21]([O:24][CH3:25])[CH:22]=3)[N:17]=[CH:16][N:15]=2)=[CH:11][CH:10]=1)C1C=CC=CC=1, predict the reaction product. The product is: [CH3:25][O:24][C:21]1[CH:22]=[C:23]2[C:18](=[CH:19][C:20]=1[O:26][CH3:27])[N:17]=[CH:16][N:15]=[C:14]2[O:13][C:12]1[CH:28]=[CH:29][C:9]([OH:8])=[CH:10][CH:11]=1. (3) Given the reactants [CH3:1][N:2]([S:15]([C:18]1[CH:19]=[N:20][CH:21]=[CH:22][CH:23]=1)(=[O:17])=[O:16])[C:3]1[CH:4]=[CH:5][CH:6]=[C:7]2[C:11]=1[NH:10][C:9]([C:12](=[S:14])[NH2:13])=[CH:8]2.[C:24]([O:29][CH2:30][CH3:31])(=[O:28])[C:25]#[C:26][CH3:27].C(P(CCCC)CCCC)CCC.ClCCl, predict the reaction product. The product is: [CH3:1][N:2]([S:15]([C:18]1[CH:19]=[N:20][CH:21]=[CH:22][CH:23]=1)(=[O:17])=[O:16])[C:3]1[CH:4]=[CH:5][CH:6]=[C:7]2[C:11]=1[NH:10][C:9]([C:12]1[S:14][CH:26]([CH2:25][C:24]([O:29][CH2:30][CH3:31])=[O:28])[CH2:27][N:13]=1)=[CH:8]2. (4) Given the reactants [CH3:1][C:2]1[CH:11]=[CH:10][C:5]([C:6]([O:8]C)=[O:7])=[CH:4][C:3]=1[C:12]1[NH:16][C:15]2[CH2:17][O:18][CH2:19][CH2:20][C:14]=2[N:13]=1.[OH-].[Na+], predict the reaction product. The product is: [CH3:1][C:2]1[CH:11]=[CH:10][C:5]([C:6]([OH:8])=[O:7])=[CH:4][C:3]=1[C:12]1[NH:16][C:15]2[CH2:17][O:18][CH2:19][CH2:20][C:14]=2[N:13]=1. (5) The product is: [Cl:1][C:2]1[CH:3]=[C:4]([CH:5]=[CH:6][CH:7]=1)[O:8][C:10]1[C:19]2[C:14](=[CH:15][C:16]([O:20][CH3:21])=[CH:17][CH:18]=2)[CH:13]=[C:12]([NH:22][C:23]2[CH:27]=[C:26]([CH3:28])[NH:25][N:24]=2)[N:11]=1. Given the reactants [Cl:1][C:2]1[CH:3]=[C:4]([OH:8])[CH:5]=[CH:6][CH:7]=1.Cl[C:10]1[C:19]2[C:14](=[CH:15][C:16]([O:20][CH3:21])=[CH:17][CH:18]=2)[CH:13]=[C:12]([NH:22][C:23]2[CH:27]=[C:26]([CH3:28])[NH:25][N:24]=2)[N:11]=1, predict the reaction product. (6) The product is: [Cl:9][C:8]1[N:1]=[C:2]([Cl:3])[N:4]=[C:5]([NH:14][C:13]2[CH:15]=[CH:16][C:17]([CH3:18])=[C:11]([F:10])[CH:12]=2)[N:7]=1. Given the reactants [N:1]1[C:8]([Cl:9])=[N:7][C:5](Cl)=[N:4][C:2]=1[Cl:3].[F:10][C:11]1[CH:12]=[C:13]([CH:15]=[CH:16][C:17]=1[CH3:18])[NH2:14].[OH-].[Na+], predict the reaction product.